This data is from Forward reaction prediction with 1.9M reactions from USPTO patents (1976-2016). The task is: Predict the product of the given reaction. (1) Given the reactants [CH:1]1([C:7]2([C:13](=[O:17])[CH2:14][CH2:15][CH3:16])[CH2:12][CH2:11][NH:10][CH2:9][CH2:8]2)[CH2:6][CH2:5][CH2:4][CH2:3][CH2:2]1.[C:18]([O:22][C:23]([NH:25][C@H:26]([CH2:30][C:31]1[CH:36]=[CH:35][C:34]([O:37][CH3:38])=[CH:33][CH:32]=1)[C:27](O)=[O:28])=[O:24])([CH3:21])([CH3:20])[CH3:19].C(Cl)CCl.C1C=CC2N(O)N=NC=2C=1, predict the reaction product. The product is: [C:13]([C:7]1([CH:1]2[CH2:2][CH2:3][CH2:4][CH2:5][CH2:6]2)[CH2:8][CH2:9][N:10]([C:27](=[O:28])[C@H:26]([NH:25][C:23](=[O:24])[O:22][C:18]([CH3:19])([CH3:20])[CH3:21])[CH2:30][C:31]2[CH:32]=[CH:33][C:34]([O:37][CH3:38])=[CH:35][CH:36]=2)[CH2:11][CH2:12]1)(=[O:17])[CH2:14][CH2:15][CH3:16]. (2) Given the reactants FC(F)(F)C(O)=O.[Cl:8][C:9]1[CH:14]=[CH:13][C:12]([C:15]2[CH:16]=[CH:17][C:18]([C:21]#[C:22][C:23]3[CH:46]=[CH:45][C:26]([O:27][CH2:28][CH2:29][N:30]([CH3:44])[CH:31]4[CH2:36][CH2:35][N:34](C(OC(C)(C)C)=O)[CH2:33][CH2:32]4)=[CH:25][CH:24]=3)=[N:19][CH:20]=2)=[CH:11][CH:10]=1, predict the reaction product. The product is: [Cl:8][C:9]1[CH:14]=[CH:13][C:12]([C:15]2[CH:16]=[CH:17][C:18]([C:21]#[C:22][C:23]3[CH:24]=[CH:25][C:26]([O:27][CH2:28][CH2:29][N:30]([CH3:44])[CH:31]4[CH2:36][CH2:35][NH:34][CH2:33][CH2:32]4)=[CH:45][CH:46]=3)=[N:19][CH:20]=2)=[CH:11][CH:10]=1. (3) Given the reactants [CH3:1][O:2][C:3]1[CH:4]=[CH:5][C:6]2[CH:15]=[CH:14][C:13]3[O:12][CH2:11][CH:10](C(O)=O)[CH2:9][C:8]=3[C:7]=2[CH:19]=1.[CH2:20]([N:22](CC)CC)[CH3:21].ClC(OCC)=[O:29].[N-]=[N+]=[N-].[Na+], predict the reaction product. The product is: [CH3:1][O:2][C:3]1[CH:4]=[CH:5][C:6]2[CH:15]=[CH:14][C:13]3[O:12][CH2:11][CH:10]([NH:22][C:20](=[O:29])[CH3:21])[CH2:9][C:8]=3[C:7]=2[CH:19]=1. (4) Given the reactants C([O:8][C@@H:9]1[C@@H:49]([O:50]CC2C=CC=CC=2)[C@H:48]([O:58][C@@H:59]2[O:88][C@H:87]([CH3:89])[C@@H:78]([O:79]CC3C=CC=CC=3)[C@H:69]([O:70]CC3C=CC=CC=3)[C@H:60]2[O:61]CC2C=CC=CC=2)[C@@H:47]([CH2:90][O:91]CC2C=CC=CC=2)[O:46][C@@H:10]1[O:11][C@@H:12]1[C@@H:19]2[C@@H:15]([N:16](C(OCC3C=CC=CC=3)=O)[O:17][CH2:18]2)[C@H:14]([O:30]CC2C=CC=CC=2)[C@@H:13]1[O:38]CC1C=CC=CC=1)C1C=CC=CC=1.C(OCC)(=O)C.Cl, predict the reaction product. The product is: [C@@H:59]1([O:58][C@@H:48]2[C@@H:47]([CH2:90][OH:91])[O:46][C@H:10]([O:11][C@@H:12]3[C@@H:19]([CH2:18][OH:17])[C@@H:15]([NH2:16])[C@H:14]([OH:30])[C@H:13]3[OH:38])[C@H:9]([OH:8])[C@H:49]2[OH:50])[O:88][C@H:87]([CH3:89])[C@@H:78]([OH:79])[C@H:69]([OH:70])[C@H:60]1[OH:61]. (5) Given the reactants [Cl:1][C:2]1[CH:7]=[CH:6][CH:5]=[CH:4][C:3]=1[C:8]1[N:26]([CH2:27][C@H:28]2[CH2:33][CH2:32][CH2:31][N:30](C(OC(C)(C)C)=O)[CH2:29]2)[C:11]2[N:12]=[C:13]([NH:16][CH2:17][C:18]3[CH:23]=[CH:22][C:21]([F:24])=[C:20]([F:25])[CH:19]=3)[N:14]=[CH:15][C:10]=2[CH:9]=1.C(O)(C(F)(F)F)=O, predict the reaction product. The product is: [Cl:1][C:2]1[CH:7]=[CH:6][CH:5]=[CH:4][C:3]=1[C:8]1[N:26]([CH2:27][C@H:28]2[CH2:33][CH2:32][CH2:31][NH:30][CH2:29]2)[C:11]2[N:12]=[C:13]([NH:16][CH2:17][C:18]3[CH:23]=[CH:22][C:21]([F:24])=[C:20]([F:25])[CH:19]=3)[N:14]=[CH:15][C:10]=2[CH:9]=1. (6) The product is: [Br:7][C:8]1[CH:13]=[CH:12][C:11]([S:14]([NH2:1])(=[O:16])=[O:15])=[C:10]([CH3:18])[CH:9]=1. Given the reactants [NH3:1].C1COCC1.[Br:7][C:8]1[CH:13]=[CH:12][C:11]([S:14](Cl)(=[O:16])=[O:15])=[C:10]([CH3:18])[CH:9]=1, predict the reaction product.